From a dataset of NCI-60 drug combinations with 297,098 pairs across 59 cell lines. Regression. Given two drug SMILES strings and cell line genomic features, predict the synergy score measuring deviation from expected non-interaction effect. (1) Drug 1: C1=CC(=C2C(=C1NCCNCCO)C(=O)C3=C(C=CC(=C3C2=O)O)O)NCCNCCO. Drug 2: C1=CC=C(C=C1)NC(=O)CCCCCCC(=O)NO. Cell line: SF-539. Synergy scores: CSS=39.3, Synergy_ZIP=-3.57, Synergy_Bliss=-4.85, Synergy_Loewe=-3.27, Synergy_HSA=-0.831. (2) Drug 1: C1=CN(C(=O)N=C1N)C2C(C(C(O2)CO)O)O.Cl. Drug 2: CC1=C(C(=O)C2=C(C1=O)N3CC4C(C3(C2COC(=O)N)OC)N4)N. Cell line: SNB-19. Synergy scores: CSS=46.4, Synergy_ZIP=-3.02, Synergy_Bliss=-1.88, Synergy_Loewe=2.71, Synergy_HSA=5.09. (3) Synergy scores: CSS=26.2, Synergy_ZIP=-13.0, Synergy_Bliss=-10.2, Synergy_Loewe=-23.9, Synergy_HSA=-7.18. Drug 1: C1=CC(=CC=C1CC(C(=O)O)N)N(CCCl)CCCl.Cl. Drug 2: CC1=C(C(=O)C2=C(C1=O)N3CC4C(C3(C2COC(=O)N)OC)N4)N. Cell line: UACC62. (4) Drug 1: CC1C(C(=O)NC(C(=O)N2CCCC2C(=O)N(CC(=O)N(C(C(=O)O1)C(C)C)C)C)C(C)C)NC(=O)C3=C4C(=C(C=C3)C)OC5=C(C(=O)C(=C(C5=N4)C(=O)NC6C(OC(=O)C(N(C(=O)CN(C(=O)C7CCCN7C(=O)C(NC6=O)C(C)C)C)C)C(C)C)C)N)C. Cell line: UACC-257. Drug 2: N.N.Cl[Pt+2]Cl. Synergy scores: CSS=50.6, Synergy_ZIP=-1.27, Synergy_Bliss=3.10, Synergy_Loewe=-23.1, Synergy_HSA=5.62. (5) Drug 1: CN(C)N=NC1=C(NC=N1)C(=O)N. Drug 2: CC1CCC2CC(C(=CC=CC=CC(CC(C(=O)C(C(C(=CC(C(=O)CC(OC(=O)C3CCCCN3C(=O)C(=O)C1(O2)O)C(C)CC4CCC(C(C4)OC)O)C)C)O)OC)C)C)C)OC. Cell line: HOP-92. Synergy scores: CSS=10.8, Synergy_ZIP=-8.18, Synergy_Bliss=-9.85, Synergy_Loewe=-11.5, Synergy_HSA=-8.66.